From a dataset of Forward reaction prediction with 1.9M reactions from USPTO patents (1976-2016). Predict the product of the given reaction. (1) Given the reactants Cl[C:2]1[C:3]2[CH:10]=[C:9]([N+:11]([O-:13])=[O:12])[S:8][C:4]=2[N:5]=[CH:6][N:7]=1.Cl.[CH3:15][O:16][C:17]1[CH:22]=[CH:21][C:20]([CH:23]([NH2:25])[CH3:24])=[CH:19][CH:18]=1.C(N(CC)CC)C, predict the reaction product. The product is: [CH3:15][O:16][C:17]1[CH:22]=[CH:21][C:20]([CH:23]([NH:25][C:2]2[C:3]3[CH:10]=[C:9]([N+:11]([O-:13])=[O:12])[S:8][C:4]=3[N:5]=[CH:6][N:7]=2)[CH3:24])=[CH:19][CH:18]=1. (2) Given the reactants [C:1]([NH:8][C@H:9]([C:18]([OH:20])=[O:19])[CH2:10][C:11]1[CH:16]=[CH:15][C:14]([Cl:17])=[CH:13][CH:12]=1)([O:3][C:4]([CH3:7])([CH3:6])[CH3:5])=[O:2].[C:21](=O)([O-])[O-].[K+].[K+].S(OC)(OC)(=O)=O, predict the reaction product. The product is: [C:4]([O:3][C:1]([NH:8][C@@H:9]([CH2:10][C:11]1[CH:12]=[CH:13][C:14]([Cl:17])=[CH:15][CH:16]=1)[C:18]([O:20][CH3:21])=[O:19])=[O:2])([CH3:5])([CH3:7])[CH3:6]. (3) Given the reactants [F:1][C:2]1[C:3]([C:9]2[N:13]([CH:14]3[CH2:19][CH2:18][O:17][CH2:16][CH2:15]3)[C:12]([CH3:20])=[N:11][CH:10]=2)=[N:4][C:5]([NH2:8])=[N:6][CH:7]=1.Br[C:22]1[CH:23]=[CH:24][C:25]([S:28]([CH2:31][CH3:32])(=[O:30])=[O:29])=[N:26][CH:27]=1.C([O-])([O-])=O.[Cs+].[Cs+].CC1(C)C2C(=C(P(C3C=CC=CC=3)C3C=CC=CC=3)C=CC=2)OC2C(P(C3C=CC=CC=3)C3C=CC=CC=3)=CC=CC1=2, predict the reaction product. The product is: [CH2:31]([S:28]([C:25]1[N:26]=[CH:27][C:22]([NH:8][C:5]2[N:4]=[C:3]([C:9]3[N:13]([CH:14]4[CH2:19][CH2:18][O:17][CH2:16][CH2:15]4)[C:12]([CH3:20])=[N:11][CH:10]=3)[C:2]([F:1])=[CH:7][N:6]=2)=[CH:23][CH:24]=1)(=[O:29])=[O:30])[CH3:32].